The task is: Regression. Given a peptide amino acid sequence and an MHC pseudo amino acid sequence, predict their binding affinity value. This is MHC class I binding data.. This data is from Peptide-MHC class I binding affinity with 185,985 pairs from IEDB/IMGT. (1) The peptide sequence is RRKAKIIKDY. The MHC is HLA-B27:05 with pseudo-sequence HLA-B27:05. The binding affinity (normalized) is 0.779. (2) The peptide sequence is VALMLQGNK. The MHC is HLA-A31:01 with pseudo-sequence HLA-A31:01. The binding affinity (normalized) is 0.148.